Dataset: Catalyst prediction with 721,799 reactions and 888 catalyst types from USPTO. Task: Predict which catalyst facilitates the given reaction. (1) Reactant: [CH:1]([CH:3]1[CH2:5][CH:4]1[C:6]([O:8][CH2:9][CH3:10])=[O:7])=O.[C:11]1([CH:17]([N:24]2[CH2:29][CH2:28][NH:27][CH2:26][CH2:25]2)[C:18]2[CH:23]=[CH:22][CH:21]=[CH:20][CH:19]=2)[CH:16]=[CH:15][CH:14]=[CH:13][CH:12]=1. Product: [C:18]1([CH:17]([C:11]2[CH:16]=[CH:15][CH:14]=[CH:13][CH:12]=2)[N:24]2[CH2:25][CH2:26][N:27]([CH2:1][CH:3]3[CH2:5][CH:4]3[C:6]([O:8][CH2:9][CH3:10])=[O:7])[CH2:28][CH2:29]2)[CH:19]=[CH:20][CH:21]=[CH:22][CH:23]=1. The catalyst class is: 68. (2) Reactant: [CH3:1][C:2]([C:4]1[CH:9]=[C:8]([O:10][CH3:11])[C:7]([O:12][CH3:13])=[C:6]([O:14][CH3:15])[CH:5]=1)=[O:3].[CH3:16][O:17][C:18]1[CH:23]=[CH:22][C:21]([NH:24][C:25]2[N:32]=[CH:31][CH:30]=[CH:29][C:26]=2[CH:27]=O)=[CH:20][CH:19]=1.Cl. Product: [CH3:16][O:17][C:18]1[CH:19]=[CH:20][C:21]([NH:24][C:25]2[C:26](/[CH:27]=[CH:1]/[C:2]([C:4]3[CH:5]=[C:6]([O:14][CH3:15])[C:7]([O:12][CH3:13])=[C:8]([O:10][CH3:11])[CH:9]=3)=[O:3])=[CH:29][CH:30]=[CH:31][N:32]=2)=[CH:22][CH:23]=1. The catalyst class is: 5. (3) Reactant: C(OC([N:8]1[CH2:13][CH2:12][C@H:11]([CH2:14][N:15]=[N+:16]=[N-:17])[C@H:10]([OH:18])[CH2:9]1)=O)(C)(C)C. Product: [N:15]([CH2:14][C@H:11]1[CH2:12][CH2:13][NH:8][CH2:9][C@H:10]1[OH:18])=[N+:16]=[N-:17]. The catalyst class is: 646. (4) Reactant: [CH3:1][O:2][C:3]1[CH:8]=[CH:7][N:6]=[C:5]([CH3:9])[CH:4]=1.[N+:10]([O-])([OH:12])=[O:11].[OH-].[Na+]. Product: [CH3:1][O:2][C:3]1[C:8]([N+:10]([O-:12])=[O:11])=[CH:7][N:6]=[C:5]([CH3:9])[CH:4]=1. The catalyst class is: 82. (5) Reactant: [CH:1]([C:4]1[CH:32]=[CH:31][C:7]([CH2:8][C:9]2[C:17]3[O:16][C:15]([CH3:19])([CH3:18])[C:14](=[O:20])[C:13]=3[C:12]([CH3:21])=[C:11]([NH:22][C:23](=[O:29])[CH2:24][C:25]([CH3:28])([CH3:27])[CH3:26])[C:10]=2[CH3:30])=[CH:6][CH:5]=1)([CH3:3])[CH3:2]. Product: [OH:20][CH:14]1[C:13]2[C:12]([CH3:21])=[C:11]([NH:22][C:23](=[O:29])[CH2:24][C:25]([CH3:28])([CH3:27])[CH3:26])[C:10]([CH3:30])=[C:9]([CH2:8][C:7]3[CH:31]=[CH:32][C:4]([CH:1]([CH3:3])[CH3:2])=[CH:5][CH:6]=3)[C:17]=2[O:16][C:15]1([CH3:19])[CH3:18]. The catalyst class is: 134.